This data is from Forward reaction prediction with 1.9M reactions from USPTO patents (1976-2016). The task is: Predict the product of the given reaction. Given the reactants [CH3:1][O:2][C:3](=[O:33])[CH2:4][C@H:5]1[C:9]2[CH:10]=[CH:11][C:12]([O:14][C@H:15]3[C:23]4[C:18](=[C:19]([O:25][C:26]5[CH:31]=[CH:30][C:29]([OH:32])=[CH:28][CH:27]=5)[CH:20]=[CH:21][C:22]=4[F:24])[CH2:17][CH2:16]3)=[CH:13][C:8]=2[O:7][CH2:6]1.[CH3:34][C:35]1([CH3:38])[CH2:37][O:36]1, predict the reaction product. The product is: [CH3:1][O:2][C:3](=[O:33])[CH2:4][C@H:5]1[C:9]2[CH:10]=[CH:11][C:12]([O:14][C@H:15]3[C:23]4[C:18](=[C:19]([O:25][C:26]5[CH:27]=[CH:28][C:29]([O:32][CH2:34][C:35]([OH:36])([CH3:38])[CH3:37])=[CH:30][CH:31]=5)[CH:20]=[CH:21][C:22]=4[F:24])[CH2:17][CH2:16]3)=[CH:13][C:8]=2[O:7][CH2:6]1.